From a dataset of Catalyst prediction with 721,799 reactions and 888 catalyst types from USPTO. Predict which catalyst facilitates the given reaction. Reactant: [NH2:1][C@@H:2]1[CH2:7][CH2:6][CH2:5][N:4]([C:8]2[N:13]([CH2:14][C:15]3[CH:22]=[CH:21][CH:20]=[CH:19][C:16]=3[C:17]#[N:18])[C:12](=[O:23])[N:11](C)[C:10](=[O:25])[CH:9]=2)[CH2:3]1.[ClH:26]. Product: [NH2:1][C@@H:2]1[CH2:7][CH2:6][CH2:5][N:4]([C:8]2[N:13]([CH2:14][C:15]3[CH:22]=[CH:21][CH:20]=[CH:19][C:16]=3[C:17]#[N:18])[C:12](=[O:23])[NH:11][C:10](=[O:25])[C:9]=2[Cl:26])[CH2:3]1. The catalyst class is: 523.